From a dataset of Full USPTO retrosynthesis dataset with 1.9M reactions from patents (1976-2016). Predict the reactants needed to synthesize the given product. (1) The reactants are: [NH2:1][N:2]1[CH:6]=[CH:5][C:4]([Br:7])=[C:3]1[C:8]([O:10][CH3:11])=[O:9].[C:12]([O:16][C:17]([NH:19][C@@H:20]([CH3:24])[C:21](O)=[O:22])=[O:18])([CH3:15])([CH3:14])[CH3:13]. Given the product [Br:7][C:4]1[CH:5]=[CH:6][N:2]([NH:1][C:21](=[O:22])[C@@H:20]([NH:19][C:17]([O:16][C:12]([CH3:15])([CH3:14])[CH3:13])=[O:18])[CH3:24])[C:3]=1[C:8]([O:10][CH3:11])=[O:9], predict the reactants needed to synthesize it. (2) Given the product [Cl:19][C:20]1[CH:27]=[CH:26][C:23]([N:24]([CH3:25])[C:2]2[CH:18]=[CH:17][C:5]([C:6]([C:8]3[CH:9]=[CH:10][C:11]([F:16])=[C:12]([CH:15]=3)[C:13]#[N:14])=[O:7])=[CH:4][CH:3]=2)=[CH:22][CH:21]=1, predict the reactants needed to synthesize it. The reactants are: Br[C:2]1[CH:18]=[CH:17][C:5]([C:6]([C:8]2[CH:9]=[CH:10][C:11]([F:16])=[C:12]([CH:15]=2)[C:13]#[N:14])=[O:7])=[CH:4][CH:3]=1.[Cl:19][C:20]1[CH:27]=[CH:26][C:23]([NH:24][CH3:25])=[CH:22][CH:21]=1.